Dataset: Full USPTO retrosynthesis dataset with 1.9M reactions from patents (1976-2016). Task: Predict the reactants needed to synthesize the given product. (1) The reactants are: [CH2:1]1[C:16]2[C:11](=[CH:12][CH:13]=[CH:14][CH:15]=2)[C:9](=O)[C:8]2[C:3](=[CH:4][CH:5]=[CH:6][CH:7]=2)[CH2:2]1.O=[C:18]1[CH2:23][CH2:22][CH2:21][CH:20]([NH:24][C:25](=[O:34])[O:26][CH2:27][C:28]2[CH:33]=[CH:32][CH:31]=[CH:30][CH:29]=2)[CH2:19]1.Cl. Given the product [CH:4]1[C:3]2[CH2:2][CH2:1][C:16]3[CH:15]=[CH:14][CH:13]=[CH:12][C:11]=3[C:9](=[C:18]3[CH2:23][CH2:22][CH2:21][CH:20]([NH:24][C:25](=[O:34])[O:26][CH2:27][C:28]4[CH:33]=[CH:32][CH:31]=[CH:30][CH:29]=4)[CH2:19]3)[C:8]=2[CH:7]=[CH:6][CH:5]=1, predict the reactants needed to synthesize it. (2) The reactants are: B.CSC.B1(C)OC(C2C=CC=CC=2)(C2C=CC=CC=2)[C@@H]2N1CCC2.[N:26]([CH2:29][C:30]([C:32]1[CH:37]=[CH:36][C:35]([O:38][CH2:39][C:40]2[CH:45]=[CH:44][CH:43]=[CH:42][CH:41]=2)=[C:34]([F:46])[CH:33]=1)=[O:31])=[N+:27]=[N-:28].Cl. Given the product [N:26]([CH2:29][C@@H:30]([C:32]1[CH:37]=[CH:36][C:35]([O:38][CH2:39][C:40]2[CH:45]=[CH:44][CH:43]=[CH:42][CH:41]=2)=[C:34]([F:46])[CH:33]=1)[OH:31])=[N+:27]=[N-:28], predict the reactants needed to synthesize it.